Dataset: Ames mutagenicity test results for genotoxicity prediction. Task: Regression/Classification. Given a drug SMILES string, predict its toxicity properties. Task type varies by dataset: regression for continuous values (e.g., LD50, hERG inhibition percentage) or binary classification for toxic/non-toxic outcomes (e.g., AMES mutagenicity, cardiotoxicity, hepatotoxicity). Dataset: ames. (1) The drug is CCOCCOC(=O)/C=C\c1ccc(OC)cc1. The result is 0 (non-mutagenic). (2) The compound is COc1cc2c(c3oc(=O)c4c(c13)CCC4=O)C1(C)C3OC3OC1(C)O2. The result is 0 (non-mutagenic).